Task: Regression/Classification. Given an antibody's heavy chain and light chain sequences, predict its developability. TAP uses regression for 5 developability metrics; SAbDab uses binary classification.. Dataset: Antibody developability classification from SAbDab with 2,409 antibodies The antibody is ['QDQLQQSGAELVRPGASVKLSCKALGYIFTDYEIHWVKQTPVHGLEWIGGIHPGSSGTAYNQKFKGKATLTADKSSTTAFMELSSLTSEDSAVYYCTRKDYWGQGTLVTVSA', 'PROT_701D7125']. Result: 0 (not developable).